Dataset: Catalyst prediction with 721,799 reactions and 888 catalyst types from USPTO. Task: Predict which catalyst facilitates the given reaction. Reactant: Br[CH:2]1[C:8](=O)[C:7]2[CH:10]=[C:11]([F:14])[CH:12]=[CH:13][C:6]=2[O:5][C:4]2[CH:15]=[CH:16][CH:17]=[CH:18][C:3]1=2.[C:19]([NH2:22])(=[S:21])[CH3:20]. Product: [F:14][C:11]1[CH:12]=[CH:13][C:6]2[O:5][C:4]3[CH:15]=[CH:16][CH:17]=[CH:18][C:3]=3[C:2]3[S:21][C:19]([CH3:20])=[N:22][C:8]=3[C:7]=2[CH:10]=1. The catalyst class is: 9.